Dataset: Forward reaction prediction with 1.9M reactions from USPTO patents (1976-2016). Task: Predict the product of the given reaction. (1) Given the reactants Br[C:2]1[C:3]([C:11]#[N:12])=[CH:4][C:5]2[N:6]([CH:8]=[CH:9][N:10]=2)[CH:7]=1.[Cl:13][C:14]1[CH:19]=[C:18]([Cl:20])[CH:17]=[CH:16][C:15]=1B(O)O.C([O-])([O-])=O.[Na+].[Na+], predict the reaction product. The product is: [Cl:13][C:14]1[CH:19]=[C:18]([Cl:20])[CH:17]=[CH:16][C:15]=1[C:2]1[C:3]([C:11]#[N:12])=[CH:4][C:5]2[N:6]([CH:8]=[CH:9][N:10]=2)[CH:7]=1. (2) Given the reactants [NH2:1][C:2]1[CH:3]=[C:4]([CH:8]2[C:17]([CH3:19])([CH3:18])[CH2:16][C:15]3[C:10](=[CH:11][CH:12]=[C:13]([C:20]([OH:22])=[O:21])[CH:14]=3)[NH:9]2)[CH:5]=[CH:6][CH:7]=1.[C:23]([NH:26][C:27]1[CH:32]=[CH:31][C:30]([S:33](Cl)(=[O:35])=[O:34])=[CH:29][CH:28]=1)(=[O:25])[CH3:24].C(OCC)(=O)C, predict the reaction product. The product is: [C:23]([NH:26][C:27]1[CH:28]=[CH:29][C:30]([S:33]([NH:1][C:2]2[CH:3]=[C:4]([CH:8]3[C:17]([CH3:18])([CH3:19])[CH2:16][C:15]4[C:10](=[CH:11][CH:12]=[C:13]([C:20]([OH:22])=[O:21])[CH:14]=4)[NH:9]3)[CH:5]=[CH:6][CH:7]=2)(=[O:35])=[O:34])=[CH:31][CH:32]=1)(=[O:25])[CH3:24]. (3) Given the reactants [Cl:1][C:2]1[N:7]=[C:6]([CH3:8])[N:5]=[C:4]([NH:9][CH2:10][C:11]2[CH:16]=[CH:15][C:14]([O:17][CH3:18])=[CH:13][CH:12]=2)[N:3]=1.[H-].[Na+].Cl[CH2:22][C:23]1[CH:28]=[CH:27][C:26]([O:29][CH3:30])=[CH:25][CH:24]=1.O, predict the reaction product. The product is: [Cl:1][C:2]1[N:7]=[C:6]([CH3:8])[N:5]=[C:4]([N:9]([CH2:22][C:23]2[CH:28]=[CH:27][C:26]([O:29][CH3:30])=[CH:25][CH:24]=2)[CH2:10][C:11]2[CH:16]=[CH:15][C:14]([O:17][CH3:18])=[CH:13][CH:12]=2)[N:3]=1. (4) The product is: [C:21]([N:19]([CH3:20])[C:17]([C:16]1[C:12]2[CH2:11][O:10][C:5]3[CH:6]=[C:7]([O:8][CH3:9])[C:2]([C:38]4[CH:39]=[N:40][NH:41][CH:42]=4)=[CH:3][C:4]=3[C:13]=2[N:14]([C:25]2[CH:29]=[CH:28][S:27][CH:26]=2)[N:15]=1)=[O:18])([CH3:24])([CH3:23])[CH3:22]. Given the reactants Br[C:2]1[C:7]([O:8][CH3:9])=[CH:6][C:5]2[O:10][CH2:11][C:12]3[C:16]([C:17]([N:19]([C:21]([CH3:24])([CH3:23])[CH3:22])[CH3:20])=[O:18])=[N:15][N:14]([C:25]4[CH:29]=[CH:28][S:27][CH:26]=4)[C:13]=3[C:4]=2[CH:3]=1.CC1(C)C(C)(C)OB([C:38]2[CH:39]=[N:40][NH:41][CH:42]=2)O1.[F-].[Cs+], predict the reaction product. (5) Given the reactants [CH2:1]([C:5]1[N:10]=[N:9][C:8]([O:11][CH2:12][C@H:13]2[C@@H:18]([OH:19])[CH2:17][CH2:16][NH:15][CH2:14]2)=[CH:7][C:6]=1[C:20]1[CH:25]=[CH:24][C:23]([O:26][CH:27]2[CH2:32][CH2:31][CH2:30][CH2:29][CH2:28]2)=[CH:22][CH:21]=1)[CH2:2][CH2:3][CH3:4].C=O.[C:35](O[BH-](OC(=O)C)OC(=O)C)(=O)C.[Na+], predict the reaction product. The product is: [CH2:1]([C:5]1[N:10]=[N:9][C:8]([O:11][CH2:12][C@H:13]2[C@@H:18]([OH:19])[CH2:17][CH2:16][N:15]([CH3:35])[CH2:14]2)=[CH:7][C:6]=1[C:20]1[CH:25]=[CH:24][C:23]([O:26][CH:27]2[CH2:32][CH2:31][CH2:30][CH2:29][CH2:28]2)=[CH:22][CH:21]=1)[CH2:2][CH2:3][CH3:4]. (6) Given the reactants C([O:3][C:4](=[O:37])[CH2:5][NH:6][C:7](=[O:36])[CH2:8][CH2:9][C:10]1[C:15]([CH3:16])=[CH:14][C:13]([C:17]2[N:21]=[C:20]([C:22]3[S:23][C:24]([CH2:28][N:29]([CH:31]([CH3:33])[CH3:32])[CH3:30])=[C:25]([CH3:27])[CH:26]=3)[O:19][N:18]=2)=[CH:12][C:11]=1[CH2:34][CH3:35])C, predict the reaction product. The product is: [CH2:34]([C:11]1[CH:12]=[C:13]([C:17]2[N:21]=[C:20]([C:22]3[S:23][C:24]([CH2:28][N:29]([CH:31]([CH3:33])[CH3:32])[CH3:30])=[C:25]([CH3:27])[CH:26]=3)[O:19][N:18]=2)[CH:14]=[C:15]([CH3:16])[C:10]=1[CH2:9][CH2:8][C:7]([NH:6][CH2:5][C:4]([OH:37])=[O:3])=[O:36])[CH3:35].